Predict the product of the given reaction. From a dataset of Forward reaction prediction with 1.9M reactions from USPTO patents (1976-2016). (1) Given the reactants [Cl:1][C:2]1[C:7]([CH2:8]O)=[C:6]([C:10]([N:12]2[CH2:16][CH2:15][CH2:14][CH2:13]2)=[O:11])[CH:5]=[C:4]([Cl:17])[N:3]=1.O=S(Cl)Cl.C([O-])([O-])=O.[K+].[K+].[CH3:28][NH:29][C@@H:30]1[C:39]2[C:34](=[CH:35][CH:36]=[CH:37][CH:38]=2)[CH2:33][CH2:32][CH2:31]1, predict the reaction product. The product is: [Cl:1][C:2]1[C:7]([CH2:8][N:29]([CH3:28])[CH:30]2[C:39]3[C:34](=[CH:35][CH:36]=[CH:37][CH:38]=3)[CH2:33][CH2:32][CH2:31]2)=[C:6]([C:10]([N:12]2[CH2:16][CH2:15][CH2:14][CH2:13]2)=[O:11])[CH:5]=[C:4]([Cl:17])[N:3]=1. (2) The product is: [NH2:14][CH2:13][C:12]1[C:7]([N:2]([CH3:1])[S:3]([CH3:6])(=[O:5])=[O:4])=[N:8][CH:9]=[CH:10][CH:11]=1. Given the reactants [CH3:1][N:2]([C:7]1[C:12]([CH2:13][NH:14]C(=O)OC(C)(C)C)=[CH:11][CH:10]=[CH:9][N:8]=1)[S:3]([CH3:6])(=[O:5])=[O:4].C(O)(C(F)(F)F)=O, predict the reaction product. (3) Given the reactants N[C@@](C1C=CC2C(=CC=C(O[C@H]3CC[C@H](C(C)(C)C)CC3)C=2C2C=CC(OC(F)(F)F)=CC=2)C=1)(C)CO.[C:38]([C@H:42]1[CH2:47][CH2:46][C@H:45]([O:48][C:49]2[C:50]([Cl:66])=[C:51]3[C:56](=[CH:57][CH:58]=2)[CH:55]=[C:54]([C@:59]2([CH3:65])[CH2:63][O:62]C(=O)[NH:60]2)[CH:53]=[CH:52]3)[CH2:44][CH2:43]1)([CH3:41])([CH3:40])[CH3:39], predict the reaction product. The product is: [NH2:60][C@@:59]([C:54]1[CH:53]=[CH:52][C:51]2[C:56](=[CH:57][CH:58]=[C:49]([O:48][C@H:45]3[CH2:44][CH2:43][C@H:42]([C:38]([CH3:41])([CH3:40])[CH3:39])[CH2:47][CH2:46]3)[C:50]=2[Cl:66])[CH:55]=1)([CH3:65])[CH2:63][OH:62]. (4) Given the reactants [C:1]1([NH2:8])[CH:6]=[CH:5][CH:4]=[CH:3][C:2]=1[NH2:7].Cl.[Cl:10][C:11]1[CH:12]=[CH:13][C:14]([O:27][CH2:28][CH:29]([CH3:31])[CH3:30])=[C:15]([CH2:17][C:18]2[O:22][C:21]([C:23](=N)OC)=[CH:20][CH:19]=2)[CH:16]=1, predict the reaction product. The product is: [Cl:10][C:11]1[CH:12]=[CH:13][C:14]([O:27][CH2:28][CH:29]([CH3:31])[CH3:30])=[C:15]([CH2:17][C:18]2[O:22][C:21]([C:23]3[NH:8][C:1]4[CH:6]=[CH:5][CH:4]=[CH:3][C:2]=4[N:7]=3)=[CH:20][CH:19]=2)[CH:16]=1. (5) Given the reactants [CH2:1]([O:8][C:9]1[CH:10]=[CH:11][C:12]([CH3:18])=[C:13]([B:15]([OH:17])[OH:16])[CH:14]=1)[C:2]1[CH:7]=[CH:6]C=CC=1.ICC1CC1, predict the reaction product. The product is: [CH:2]1([CH2:1][O:8][C:9]2[CH:10]=[CH:11][C:12]([CH3:18])=[C:13]([B:15]([OH:16])[OH:17])[CH:14]=2)[CH2:7][CH2:6]1. (6) The product is: [F:21][C:20]([F:23])([F:22])[C:17]1[N:15]2[N:16]=[C:11]([N:27]3[CH2:26][CH2:25][N:24]([C:30]4[CH:31]=[CH:32][C:33]([C:34]([O:36][CH2:37][CH3:38])=[O:35])=[CH:39][CH:40]=4)[CH2:29][CH2:28]3)[CH:12]=[CH:13][C:14]2=[N:19][N:18]=1. Given the reactants CCN(C(C)C)C(C)C.Cl[C:11]1[CH:12]=[CH:13][C:14]2[N:15]([C:17]([C:20]([F:23])([F:22])[F:21])=[N:18][N:19]=2)[N:16]=1.[N:24]1([C:30]2[CH:40]=[CH:39][C:33]([C:34]([O:36][CH2:37][CH3:38])=[O:35])=[CH:32][CH:31]=2)[CH2:29][CH2:28][NH:27][CH2:26][CH2:25]1, predict the reaction product.